From a dataset of Reaction yield outcomes from USPTO patents with 853,638 reactions. Predict the reaction yield, written as a fraction of the theoretical maximum amount of product (1.0 means a 100% yield; for example, 0.34 means a 34% yield). (1) The reactants are [Cl:1][C:2]1[CH:3]=[C:4]([CH2:8][O:9][C:10]2[CH:19]=[C:18]3[C:13]([CH:14]=[C:15]([C:20](OCC)=[O:21])[CH:16]=[N:17]3)=[CH:12][CH:11]=2)[CH:5]=[CH:6][CH:7]=1.[H-].[H-].[H-].[H-].[Li+].[Al+3]. The catalyst is C1COCC1. The product is [Cl:1][C:2]1[CH:3]=[C:4]([CH:5]=[CH:6][CH:7]=1)[CH2:8][O:9][C:10]1[CH:19]=[C:18]2[C:13]([CH:14]=[C:15]([CH2:20][OH:21])[CH:16]=[N:17]2)=[CH:12][CH:11]=1. The yield is 0.760. (2) The reactants are Br[C:2]1[C:11]2[NH:10][C:9](=[O:12])[C:8]3[S:13][CH:14]=[CH:15][C:7]=3[C:6]=2[C:5]([C:16]2[CH:31]=[CH:30][C:19]([CH2:20][CH2:21][NH:22][C:23](=[O:29])[O:24][C:25]([CH3:28])([CH3:27])[CH3:26])=[C:18]([F:32])[CH:17]=2)=[C:4]([O:33][CH3:34])[CH:3]=1.[CH3:35]B1OB(C)OB(C)O1. The catalyst is C1C=CC(P(C2C=CC=CC=2)C2C=CC=CC=2)=CC=1.C1C=CC(P(C2C=CC=CC=2)C2C=CC=CC=2)=CC=1.C1C=CC(P(C2C=CC=CC=2)C2C=CC=CC=2)=CC=1.C1C=CC(P(C2C=CC=CC=2)C2C=CC=CC=2)=CC=1.[Pd]. The product is [F:32][C:18]1[CH:17]=[C:16]([C:5]2[C:6]3[C:7]4[CH:15]=[CH:14][S:13][C:8]=4[C:9](=[O:12])[NH:10][C:11]=3[C:2]([CH3:35])=[CH:3][C:4]=2[O:33][CH3:34])[CH:31]=[CH:30][C:19]=1[CH2:20][CH2:21][NH:22][C:23](=[O:29])[O:24][C:25]([CH3:28])([CH3:26])[CH3:27]. The yield is 0.580. (3) The reactants are [C:1]([O:4][C@H:5]1[CH2:9][C@H:8]([N:10]2[CH:18]=[N:17][C:16]3[C:11]2=[N:12][CH:13]=[N:14][C:15]=3N)[O:7][C@@H:6]1[CH2:20][O:21][Si:22]([C:25]([CH3:28])([CH3:27])[CH3:26])([CH3:24])[CH3:23])(=[O:3])[CH3:2].C[Si]([Br:33])(C)C.C(ON=O)(C)(C)C.C([O-])(O)=O.[Na+]. The catalyst is C(Br)Br.C(Cl)Cl. The product is [C:1]([O:4][C@H:5]1[CH2:9][C@H:8]([N:10]2[CH:18]=[N:17][C:16]3[C:11]2=[N:12][CH:13]=[N:14][C:15]=3[Br:33])[O:7][C@@H:6]1[CH2:20][O:21][Si:22]([C:25]([CH3:28])([CH3:27])[CH3:26])([CH3:24])[CH3:23])(=[O:3])[CH3:2]. The yield is 0.550. (4) The reactants are [Br:1][C:2]1[CH:3]=[C:4]([N:9]2[C:13](=[O:14])[O:12][N:11]=[C:10]2[C:15]2[C:19]([NH:20][CH2:21][CH2:22][O:23]C)=[N:18][O:17][N:16]=2)[CH:5]=[CH:6][C:7]=1[F:8].B(Br)(Br)Br.C(=O)(O)[O-].[Na+].CCCCCCC. The catalyst is ClCCl.O. The product is [Br:1][C:2]1[CH:3]=[C:4]([N:9]2[C:13](=[O:14])[O:12][N:11]=[C:10]2[C:15]2[C:19]([NH:20][CH2:21][CH2:22][OH:23])=[N:18][O:17][N:16]=2)[CH:5]=[CH:6][C:7]=1[F:8]. The yield is 0.940. (5) The reactants are [CH2:1]([O:3][C:4]([C:6]1[S:10][C:9]([O:11][CH2:12][CH2:13][CH2:14][C:15]2[CH:20]=[CH:19][CH:18]=[C:17]([O:21]C)[CH:16]=2)=[N:8][C:7]=1[CH3:23])=[O:5])[CH3:2].B(Br)(Br)Br. The catalyst is C(Cl)Cl. The product is [CH2:1]([O:3][C:4]([C:6]1[S:10][C:9]([O:11][CH2:12][CH2:13][CH2:14][C:15]2[CH:20]=[CH:19][CH:18]=[C:17]([OH:21])[CH:16]=2)=[N:8][C:7]=1[CH3:23])=[O:5])[CH3:2]. The yield is 0.783. (6) The reactants are C([Li])CCC.C1(NC2CCCCC2)CCCCC1.[CH3:19][Si:20]([CH3:34])([CH3:33])[CH2:21][CH2:22][O:23][C:24]([CH:26]1[CH2:31][CH2:30][CH2:29][C:28](=[CH2:32])[CH2:27]1)=[O:25].Br[C:36]1[CH:41]=[CH:40][CH:39]=[C:38]([C:42]([CH3:45])([CH3:44])[CH3:43])[CH:37]=1.F[B-](F)(F)F.C([PH+](C(C)(C)C)C(C)(C)C)(C)(C)C. The catalyst is C1(C)C=CC=CC=1.C1C=CC(/C=C/C(/C=C/C2C=CC=CC=2)=O)=CC=1.C1C=CC(/C=C/C(/C=C/C2C=CC=CC=2)=O)=CC=1.C1C=CC(/C=C/C(/C=C/C2C=CC=CC=2)=O)=CC=1.C(Cl)(Cl)Cl.[Pd].[Pd].C(OCC)(=O)C. The product is [CH3:19][Si:20]([CH3:33])([CH3:34])[CH2:21][CH2:22][O:23][C:24]([C:26]1([C:36]2[CH:41]=[CH:40][CH:39]=[C:38]([C:42]([CH3:45])([CH3:44])[CH3:43])[CH:37]=2)[CH2:31][CH2:30][CH2:29][C:28](=[CH2:32])[CH2:27]1)=[O:25]. The yield is 0.810.